This data is from Forward reaction prediction with 1.9M reactions from USPTO patents (1976-2016). The task is: Predict the product of the given reaction. (1) Given the reactants CC(OI1(OC(C)=O)(OC(C)=O)OC(=O)C2C=CC=CC1=2)=O.[NH2:23][C:24]1[C:29]2=[C:30]([C:42]3[CH:47]=[CH:46][C:45]([NH:48][C:49]([NH:51][C:52]4[CH:57]=[C:56]([C:58]([F:61])([F:60])[F:59])[CH:55]=[CH:54][N:53]=4)=[O:50])=[CH:44][CH:43]=3)[C:31]([CH2:40][OH:41])=[C:32]([CH2:33][N:34]3[CH2:39][CH2:38][O:37][CH2:36][CH2:35]3)[N:28]2[N:27]=[CH:26][N:25]=1, predict the reaction product. The product is: [NH2:23][C:24]1[C:29]2=[C:30]([C:42]3[CH:43]=[CH:44][C:45]([NH:48][C:49]([NH:51][C:52]4[CH:57]=[C:56]([C:58]([F:60])([F:61])[F:59])[CH:55]=[CH:54][N:53]=4)=[O:50])=[CH:46][CH:47]=3)[C:31]([CH:40]=[O:41])=[C:32]([CH2:33][N:34]3[CH2:39][CH2:38][O:37][CH2:36][CH2:35]3)[N:28]2[N:27]=[CH:26][N:25]=1. (2) Given the reactants [CH3:1][C:2]([CH3:23])([CH2:16][C:17]1([CH3:22])[O:21][CH2:20][CH2:19][O:18]1)[CH2:3][NH:4][C:5]1[C:14]2[C:9](=[CH:10][CH:11]=[CH:12][CH:13]=2)[N:8]=[CH:7][C:6]=1[NH2:15].[C:24](OC)(OC)(OC)[CH2:25][CH2:26][CH3:27], predict the reaction product. The product is: [CH3:1][C:2]([CH3:23])([CH2:16][C:17]1([CH3:22])[O:21][CH2:20][CH2:19][O:18]1)[CH2:3][N:4]1[C:5]2[C:14]3[CH:13]=[CH:12][CH:11]=[CH:10][C:9]=3[N:8]=[CH:7][C:6]=2[N:15]=[C:24]1[CH2:25][CH2:26][CH3:27]. (3) Given the reactants [CH2:1]([O:3][C:4](=[O:24])[C:5]([O:8][C:9]1[CH:14]=[CH:13][C:12]([CH2:15][NH:16][C:17]([O:19][C:20]([CH3:23])([CH3:22])[CH3:21])=[O:18])=[CH:11][CH:10]=1)([CH3:7])[CH3:6])[CH3:2].[H-].[Na+].[CH3:27]I.Cl, predict the reaction product. The product is: [CH2:1]([O:3][C:4](=[O:24])[C:5]([O:8][C:9]1[CH:14]=[CH:13][C:12]([CH2:15][N:16]([C:17]([O:19][C:20]([CH3:23])([CH3:22])[CH3:21])=[O:18])[CH3:27])=[CH:11][CH:10]=1)([CH3:7])[CH3:6])[CH3:2]. (4) Given the reactants C[O:2][C:3](=O)[CH:4]([CH:11]1[CH2:16][CH2:15][CH2:14][CH2:13][CH2:12]1)[C:5]1[CH:10]=[CH:9][CH:8]=[CH:7][CH:6]=1.[H-].[Al+3].[Li+].[H-].[H-].[H-].[OH-].[K+], predict the reaction product. The product is: [CH:11]1([CH:4]([C:5]2[CH:6]=[CH:7][CH:8]=[CH:9][CH:10]=2)[CH2:3][OH:2])[CH2:16][CH2:15][CH2:14][CH2:13][CH2:12]1. (5) Given the reactants [CH3:1][C:2]([O:5][C:6]([N:8]1[CH2:13][CH2:12][CH2:11][CH2:10][C@H:9]1[CH2:14][C:15]([OH:17])=[O:16])=[O:7])([CH3:4])[CH3:3].[CH3:18]N(C=O)C.CN(C(ON1N=NC2C=CC=CC1=2)=[N+](C)C)C.[B-](F)(F)(F)F.CO, predict the reaction product. The product is: [CH3:18][O:16][C:15](=[O:17])[CH2:14][C@@H:9]1[CH2:10][CH2:11][CH2:12][CH2:13][N:8]1[C:6]([O:5][C:2]([CH3:1])([CH3:3])[CH3:4])=[O:7].